This data is from NCI-60 drug combinations with 297,098 pairs across 59 cell lines. The task is: Regression. Given two drug SMILES strings and cell line genomic features, predict the synergy score measuring deviation from expected non-interaction effect. (1) Drug 1: CCCCC(=O)OCC(=O)C1(CC(C2=C(C1)C(=C3C(=C2O)C(=O)C4=C(C3=O)C=CC=C4OC)O)OC5CC(C(C(O5)C)O)NC(=O)C(F)(F)F)O. Drug 2: C1CCC(C(C1)N)N.C(=O)(C(=O)[O-])[O-].[Pt+4]. Cell line: OVCAR-4. Synergy scores: CSS=33.0, Synergy_ZIP=-9.47, Synergy_Bliss=-1.60, Synergy_Loewe=-1.84, Synergy_HSA=0.888. (2) Drug 1: COC1=NC(=NC2=C1N=CN2C3C(C(C(O3)CO)O)O)N. Drug 2: CC12CCC3C(C1CCC2OP(=O)(O)O)CCC4=C3C=CC(=C4)OC(=O)N(CCCl)CCCl.[Na+]. Cell line: HT29. Synergy scores: CSS=-0.438, Synergy_ZIP=-0.366, Synergy_Bliss=0.584, Synergy_Loewe=-2.53, Synergy_HSA=-2.13. (3) Drug 1: C1=NNC2=C1C(=O)NC=N2. Drug 2: C1CNP(=O)(OC1)N(CCCl)CCCl. Cell line: MDA-MB-435. Synergy scores: CSS=0.172, Synergy_ZIP=1.89, Synergy_Bliss=4.90, Synergy_Loewe=-0.377, Synergy_HSA=-0.0891. (4) Drug 1: CC1=CC2C(CCC3(C2CCC3(C(=O)C)OC(=O)C)C)C4(C1=CC(=O)CC4)C. Drug 2: CCCS(=O)(=O)NC1=C(C(=C(C=C1)F)C(=O)C2=CNC3=C2C=C(C=N3)C4=CC=C(C=C4)Cl)F. Cell line: SK-OV-3. Synergy scores: CSS=1.75, Synergy_ZIP=0.162, Synergy_Bliss=1.88, Synergy_Loewe=1.27, Synergy_HSA=1.26. (5) Drug 1: C1=C(C(=O)NC(=O)N1)N(CCCl)CCCl. Drug 2: CC1CCC2CC(C(=CC=CC=CC(CC(C(=O)C(C(C(=CC(C(=O)CC(OC(=O)C3CCCCN3C(=O)C(=O)C1(O2)O)C(C)CC4CCC(C(C4)OC)O)C)C)O)OC)C)C)C)OC. Cell line: IGROV1. Synergy scores: CSS=35.0, Synergy_ZIP=-18.4, Synergy_Bliss=-18.2, Synergy_Loewe=-20.0, Synergy_HSA=-8.68.